From a dataset of Forward reaction prediction with 1.9M reactions from USPTO patents (1976-2016). Predict the product of the given reaction. (1) Given the reactants [CH2:1]([CH:19]1[CH2:24][C:23](=[O:25])[O:22][C:20]1=O)[CH2:2][CH2:3][CH2:4][CH2:5][CH2:6][CH2:7][CH2:8][CH2:9][CH2:10][CH2:11][CH2:12][CH2:13][CH2:14][CH2:15][CH2:16][CH2:17][CH3:18].[CH2:26]([CH2:28][NH2:29])[OH:27], predict the reaction product. The product is: [OH:27][CH2:26][CH2:28][N:29]1[C:23](=[O:25])[CH2:24][CH:19]([CH2:1][CH2:2][CH2:3][CH2:4][CH2:5][CH2:6][CH2:7][CH2:8][CH2:9][CH2:10][CH2:11][CH2:12][CH2:13][CH2:14][CH2:15][CH2:16][CH2:17][CH3:18])[C:20]1=[O:22]. (2) Given the reactants [Si:1]([O:8][CH:9]([CH:15]1[CH2:24][CH2:23][C:22]2[C:17](=[CH:18][CH:19]=[C:20]([O:25][C:26]3[CH:31]=[CH:30][CH:29]=[CH:28][CH:27]=3)[CH:21]=2)[CH2:16]1)[C:10]1[O:11][CH:12]=[CH:13][N:14]=1)([C:4]([CH3:7])([CH3:6])[CH3:5])([CH3:3])[CH3:2].[Li]CCCC.N#C[C:39](=[O:42])[O:40][CH3:41], predict the reaction product. The product is: [Si:1]([O:8][CH:9]([CH:15]1[CH2:24][CH2:23][C:22]2[C:17](=[CH:18][CH:19]=[C:20]([O:25][C:26]3[CH:31]=[CH:30][CH:29]=[CH:28][CH:27]=3)[CH:21]=2)[CH2:16]1)[C:10]1[O:11][C:12]([C:39]([O:40][CH3:41])=[O:42])=[CH:13][N:14]=1)([C:4]([CH3:7])([CH3:5])[CH3:6])([CH3:3])[CH3:2]. (3) Given the reactants [CH3:1][C:2]1[CH:3]=[C:4]2[CH:10]=[CH:9][NH:8][C:5]2=[N:6][CH:7]=1.C(N(CC)CC)C.[C:18]1([S:24](Cl)(=[O:26])=[O:25])[CH:23]=[CH:22][CH:21]=[CH:20][CH:19]=1, predict the reaction product. The product is: [C:18]1([S:24]([N:8]2[C:5]3=[N:6][CH:7]=[C:2]([CH3:1])[CH:3]=[C:4]3[CH:10]=[CH:9]2)(=[O:26])=[O:25])[CH:23]=[CH:22][CH:21]=[CH:20][CH:19]=1. (4) Given the reactants F[C:2]1[CH:9]=[CH:8][C:5]([C:6]#[N:7])=[CH:4][CH:3]=1.[CH3:10][O:11][C:12]1[CH:17]=[C:16]([CH3:18])[CH:15]=[CH:14][C:13]=1[OH:19].C(=O)([O-])[O-].[Cs+].[Cs+].O, predict the reaction product. The product is: [CH3:10][O:11][C:12]1[CH:17]=[C:16]([CH3:18])[CH:15]=[CH:14][C:13]=1[O:19][C:2]1[CH:9]=[CH:8][C:5]([C:6]#[N:7])=[CH:4][CH:3]=1.